Task: Predict the reactants needed to synthesize the given product.. Dataset: Full USPTO retrosynthesis dataset with 1.9M reactions from patents (1976-2016) (1) Given the product [F:25][C:2]([F:1])([F:26])[C:3]1[CH:24]=[CH:23][CH:22]=[CH:21][C:4]=1[O:5][CH:6]1[CH2:7][CH2:8][N:9]([C:12]2[S:13][C:14]([C:17]([OH:19])=[O:18])=[CH:15][N:16]=2)[CH2:10][CH2:11]1, predict the reactants needed to synthesize it. The reactants are: [F:1][C:2]([F:26])([F:25])[C:3]1[CH:24]=[CH:23][CH:22]=[CH:21][C:4]=1[O:5][CH:6]1[CH2:11][CH2:10][N:9]([C:12]2[S:13][C:14]([C:17]([O:19]C)=[O:18])=[CH:15][N:16]=2)[CH2:8][CH2:7]1.[OH-].[Na+].Cl. (2) Given the product [F:20][C:17]1[CH:18]=[CH:19][C:14]([O:13][C@H:11]([CH3:12])[CH2:10][OH:9])=[CH:15][CH:16]=1, predict the reactants needed to synthesize it. The reactants are: [H-].[Al+3].[Li+].[H-].[H-].[H-].C([O:9][C:10](=O)[C@H:11]([O:13][C:14]1[CH:19]=[CH:18][C:17]([F:20])=[CH:16][CH:15]=1)[CH3:12])C.[H-].Cl. (3) Given the product [Cl:1][C:2]1[CH:7]=[CH:6][N:5]2[N:8]=[CH:9][C:10]([C:11]([NH:15][C@@H:16]([C:21]3[CH:26]=[CH:25][C:24]([O:27][C:28]([F:29])([F:30])[F:31])=[CH:23][CH:22]=3)[C:17]([OH:19])([CH3:20])[CH3:18])=[O:12])=[C:4]2[N:3]=1, predict the reactants needed to synthesize it. The reactants are: [Cl:1][C:2]1[CH:7]=[CH:6][N:5]2[N:8]=[CH:9][C:10]([C:11](Cl)=[O:12])=[C:4]2[N:3]=1.Cl.[NH2:15][C@@H:16]([C:21]1[CH:26]=[CH:25][C:24]([O:27][C:28]([F:31])([F:30])[F:29])=[CH:23][CH:22]=1)[C:17]([CH3:20])([OH:19])[CH3:18].C(#N)C.C(N(CC)CC)C. (4) Given the product [NH:5]=[C:4]([C:13]1[CH:14]=[CH:15][CH:16]=[CH:17][C:12]=1[CH3:11])[C:3]1[C:6]([CH3:10])=[CH:7][CH:8]=[CH:9][C:2]=1[NH2:1], predict the reactants needed to synthesize it. The reactants are: [NH2:1][C:2]1[CH:9]=[CH:8][CH:7]=[C:6]([CH3:10])[C:3]=1[C:4]#[N:5].[CH3:11][C:12]1[CH:17]=[CH:16][CH:15]=[CH:14][C:13]=1[Mg]Br.Cl. (5) Given the product [CH:14]1([N:13]2[C:12]3[CH:11]=[CH:10][C:4]([C:5]([O:7][CH2:8][CH3:9])=[O:6])=[CH:3][C:2]=3[N:1]=[C:26]2[C:23]2[CH:24]=[CH:25][C:20](/[CH:28]=[CH:29]/[C:30]3[CH:35]=[CH:34][CH:33]=[CH:32][CH:31]=3)=[CH:21][CH:22]=2)[CH2:19][CH2:18][CH2:17][CH2:16][CH2:15]1, predict the reactants needed to synthesize it. The reactants are: [NH2:1][C:2]1[CH:3]=[C:4]([CH:10]=[CH:11][C:12]=1[NH:13][CH:14]1[CH2:19][CH2:18][CH2:17][CH2:16][CH2:15]1)[C:5]([O:7][CH2:8][CH3:9])=[O:6].[C:20]1(/[CH:28]=[CH:29]/[C:30]2[CH:35]=[CH:34][CH:33]=[CH:32][CH:31]=2)[CH:25]=[CH:24][C:23]([CH:26]=O)=[CH:22][CH:21]=1.C1C=CC2C(=NO[N+]=2[O-])C=1.[OH-].[Na+]. (6) Given the product [C:18]([NH2:17])(=[O:26])[C:19]1[CH:24]=[CH:23][CH:22]=[N:21][CH:20]=1, predict the reactants needed to synthesize it. The reactants are: C(NC1C=C([NH:17][C:18](=[O:26])[C:19]2[CH:24]=[CH:23][C:22](Cl)=[N:21][CH:20]=2)C=CC=1Cl)(=O)C1C=CC=CC=1.CC1CNCC(C)N1. (7) Given the product [F:1][C:2]1[C:7]([F:8])=[CH:6][C:5]2[NH:9][C:16](=[O:15])[CH2:17][C:18]([C:20]3[CH:25]=[CH:24][CH:23]=[C:22]([C:26]4[CH:27]=[C:28]([CH3:33])[N:29]=[C:30]([CH3:32])[CH:31]=4)[CH:21]=3)=[N:10][C:4]=2[CH:3]=1, predict the reactants needed to synthesize it. The reactants are: [F:1][C:2]1[C:7]([F:8])=[CH:6][C:5]([NH2:9])=[C:4]([NH2:10])[CH:3]=1.C([O:15][C:16](=O)[CH2:17][C:18]([C:20]1[CH:25]=[CH:24][CH:23]=[C:22]([C:26]2[CH:31]=[C:30]([CH3:32])[N:29]=[C:28]([CH3:33])[CH:27]=2)[CH:21]=1)=O)(C)(C)C. (8) The reactants are: [CH2:1]1[C:10]2[C:5](=[CH:6][CH:7]=[CH:8][CH:9]=2)[CH2:4][CH2:3][N:2]1[CH2:11][CH2:12][CH2:13][CH2:14][O:15][C:16]1[N:25]=[C:24]2[C:19]([CH2:20][CH2:21][C:22](=[O:26])[NH:23]2)=[CH:18][CH:17]=1.[F:27][C:28]([F:40])([F:39])C1C=CC=C2C=1CNCC2. Given the product [F:27][C:28]([F:40])([F:39])[C:9]1[CH:8]=[CH:7][CH:6]=[C:5]2[C:10]=1[CH2:1][N:2]([CH2:11][CH2:12][CH2:13][CH2:14][O:15][C:16]1[N:25]=[C:24]3[C:19]([CH2:20][CH2:21][C:22](=[O:26])[NH:23]3)=[CH:18][CH:17]=1)[CH2:3][CH2:4]2, predict the reactants needed to synthesize it. (9) Given the product [ClH:30].[OH:3][C:4]1[CH:9]=[C:8]([OH:10])[CH:7]=[CH:6][C:5]=1[CH2:12][CH2:13][CH2:14][CH2:15][NH:16][C:17]([NH:19][C:20]([C:22]1[C:27]([NH2:28])=[N:26][C:25]([NH2:29])=[C:24]([Cl:30])[N:23]=1)=[O:21])=[NH:18], predict the reactants needed to synthesize it. The reactants are: Cl.C[O:3][C:4]1[CH:9]=[C:8]([O:10]C)[CH:7]=[CH:6][C:5]=1[CH2:12][CH2:13][CH2:14][CH2:15][NH:16][C:17]([NH:19][C:20]([C:22]1[C:27]([NH2:28])=[N:26][C:25]([NH2:29])=[C:24]([Cl:30])[N:23]=1)=[O:21])=[NH:18]. (10) Given the product [Cl:1][C:2]1[CH:7]=[CH:6][CH:5]=[CH:4][C:3]=1[CH2:8][N:9]1[CH:13]=[C:12]([C:14]2[CH:19]=[C:25]([C:26]([OH:22])=[O:27])[CH:17]=[CH:16][N:15]=2)[N:11]=[CH:10]1, predict the reactants needed to synthesize it. The reactants are: [Cl:1][C:2]1[CH:7]=[CH:6][CH:5]=[CH:4][C:3]=1[CH2:8][N:9]1[CH:13]=[C:12]([C:14]2[CH:19]=C(C#N)[CH:17]=[CH:16][N:15]=2)[N:11]=[CH:10]1.[OH-:22].[Na+].Cl.[CH3:25][CH2:26][OH:27].